Dataset: Reaction yield outcomes from USPTO patents with 853,638 reactions. Task: Predict the reaction yield, written as a fraction of the theoretical maximum amount of product (1.0 means a 100% yield; for example, 0.34 means a 34% yield). (1) The reactants are [CH2:1]([N:3]1[CH2:8][CH2:7][N:6]2[N:9]=[C:10]([NH2:12])[CH:11]=[C:5]2[CH2:4]1)[CH3:2].Br[C:14]1[C:15](=[O:22])[N:16]([CH3:21])[CH:17]=[C:18]([Br:20])[CH:19]=1.CC1(C)C2C(=C(P(C3C=CC=CC=3)C3C=CC=CC=3)C=CC=2)OC2C(P(C3C=CC=CC=3)C3C=CC=CC=3)=CC=CC1=2.C(=O)([O-])[O-].[Cs+].[Cs+]. The catalyst is C1C=CC(/C=C/C(/C=C/C2C=CC=CC=2)=O)=CC=1.C1C=CC(/C=C/C(/C=C/C2C=CC=CC=2)=O)=CC=1.C1C=CC(/C=C/C(/C=C/C2C=CC=CC=2)=O)=CC=1.[Pd].[Pd].O1CCOCC1. The product is [Br:20][C:18]1[CH:19]=[C:14]([NH:12][C:10]2[CH:11]=[C:5]3[CH2:4][N:3]([CH2:1][CH3:2])[CH2:8][CH2:7][N:6]3[N:9]=2)[C:15](=[O:22])[N:16]([CH3:21])[CH:17]=1. The yield is 0.290. (2) The reactants are Cl[C:2]1[N:7]=[CH:6][N:5]=[C:4]([NH:8][CH2:9][C:10]2[CH:15]=[CH:14][C:13]([O:16][CH3:17])=[C:12]([O:18][CH:19]3[CH2:23][CH2:22][CH2:21][CH2:20]3)[CH:11]=2)[CH:3]=1.B([C:27]1[CH:38]=[CH:37][C:30]([CH2:31][C@@H:32]([C:34]([OH:36])=[O:35])[NH2:33])=[CH:29][CH:28]=1)(O)O.C(=O)([O-])[O-].[Na+].[Na+]. The catalyst is Cl[Pd](Cl)([P](C1C=CC=CC=1)(C1C=CC=CC=1)C1C=CC=CC=1)[P](C1C=CC=CC=1)(C1C=CC=CC=1)C1C=CC=CC=1.C(#N)C. The product is [NH2:33][CH:32]([CH2:31][C:30]1[CH:37]=[CH:38][C:27]([C:2]2[CH:3]=[C:4]([NH:8][CH2:9][C:10]3[CH:15]=[CH:14][C:13]([O:16][CH3:17])=[C:12]([O:18][CH:19]4[CH2:23][CH2:22][CH2:21][CH2:20]4)[CH:11]=3)[N:5]=[CH:6][N:7]=2)=[CH:28][CH:29]=1)[C:34]([OH:36])=[O:35]. The yield is 0.0600. (3) The reactants are [C:1]([O:5][C:6]([O:8][CH2:9][C@@H:10]([N:17]([CH3:25])[C:18](=[O:24])[O:19][C:20]([CH3:23])([CH3:22])[CH3:21])[CH2:11][C:12]([F:16])([F:15])[CH2:13]O)=[O:7])([CH3:4])([CH3:3])[CH3:2].N1C(C)=CC=CC=1C.FC(F)(F)S(OS(C(F)(F)F)(=O)=O)(=O)=O.[N-:49]=[N+:50]=[N-:51].[Na+]. The catalyst is C(Cl)Cl. The product is [N:49]([CH2:13][C:12]([F:16])([F:15])[CH2:11][C@H:10]([N:17]([CH3:25])[C:18](=[O:24])[O:19][C:20]([CH3:23])([CH3:22])[CH3:21])[CH2:9][O:8][C:6]([O:5][C:1]([CH3:4])([CH3:3])[CH3:2])=[O:7])=[N+:50]=[N-:51]. The yield is 1.00. (4) The reactants are [CH:1]1([C:4]2[O:8][N:7]=[C:6]([C:9]([OH:11])=O)[CH:5]=2)[CH2:3][CH2:2]1.C(Cl)(=O)C(Cl)=O.[N-:18]=[N+:19]=[N-:20].[Na+]. The catalyst is C1C=CC=CC=1.O. The product is [CH:1]1([C:4]2[O:8][N:7]=[C:6]([C:9]([N:18]=[N+:19]=[N-:20])=[O:11])[CH:5]=2)[CH2:3][CH2:2]1. The yield is 0.990.